Dataset: Forward reaction prediction with 1.9M reactions from USPTO patents (1976-2016). Task: Predict the product of the given reaction. (1) The product is: [NH:63]1[C:64]2=[N:69][CH:68]=[CH:67][C:11]([O:10][C:9]3[CH:8]=[CH:7][C:6]([NH:31][C:48]([C:47]4[C:46](=[O:45])[NH:54][CH:53]=[CH:52][CH:51]=4)=[O:50])=[CH:5][C:4]=3[F:3])=[C:16]2[CH:17]=[CH:30]1. Given the reactants Cl.Cl.[F:3][C:4]1[CH:5]=[C:6]([NH:31]C(NC(=O)CC2C=CC(F)=CC=2)=S)[CH:7]=[CH:8][C:9]=1[O:10][C:11]1[C:16]2=[C:17]([CH3:30])C(OCCN3CCN(C)CC3)=CN2N=CN=1.[OH:45][C:46]1[N:54]=[CH:53][CH:52]=[CH:51][C:47]=1[C:48]([OH:50])=O.CN(C(O[N:63]1N=NC2C=[CH:67][CH:68]=[N:69][C:64]1=2)=[N+](C)C)C.F[P-](F)(F)(F)(F)F.CCN(C(C)C)C(C)C, predict the reaction product. (2) Given the reactants Cl[C:2]1[N:7]=[CH:6][C:5]([CH2:8][N:9]2[C:13]([CH3:14])=[CH:12][C:11](/[C:15](/[F:34])=[CH:16]/[C:17]3[CH:22]=[CH:21][C:20]([S:23][C:24]([CH3:33])([CH3:32])[C:25]([N:27]4[CH2:31][CH2:30][CH2:29][CH2:28]4)=[O:26])=[CH:19][CH:18]=3)=[N:10]2)=[CH:4][CH:3]=1.[CH3:35][NH2:36], predict the reaction product. The product is: [F:34]/[C:15](/[C:11]1[CH:12]=[C:13]([CH3:14])[N:9]([CH2:8][C:5]2[CH:6]=[N:7][C:2]([NH:36][CH3:35])=[CH:3][CH:4]=2)[N:10]=1)=[CH:16]\[C:17]1[CH:22]=[CH:21][C:20]([S:23][C:24]([CH3:33])([CH3:32])[C:25]([N:27]2[CH2:31][CH2:30][CH2:29][CH2:28]2)=[O:26])=[CH:19][CH:18]=1. (3) Given the reactants [CH3:1][O:2][C:3]1[CH:4]=[C:5]([C:11](=O)[CH2:12][C:13]2[CH:18]=[CH:17][N:16]=[C:15]([Cl:19])[N:14]=2)[CH:6]=[C:7]([O:9][CH3:10])[CH:8]=1.C1C(=O)N(Br)C(=O)C1.[C:29]1([NH:35][C:36]([NH2:38])=[S:37])[CH:34]=[CH:33][CH:32]=[CH:31][CH:30]=1, predict the reaction product. The product is: [CH3:1][O:2][C:3]1[CH:4]=[C:5]([C:11]2[N:38]=[C:36]([NH:35][C:29]3[CH:34]=[CH:33][CH:32]=[CH:31][CH:30]=3)[S:37][C:12]=2[C:13]2[CH:18]=[CH:17][N:16]=[C:15]([Cl:19])[N:14]=2)[CH:6]=[C:7]([O:9][CH3:10])[CH:8]=1. (4) Given the reactants [NH:1]1[CH2:6][CH2:5][NH:4][CH2:3][CH2:2]1.[Cl:7][C:8]1[C:16]2[N:15]=[C:14]([C:17]3[CH:18]=[C:19]([C:23]4[CH:24]=[C:25]([C:29](=O)[CH3:30])[CH:26]=[N:27][CH:28]=4)[CH:20]=[CH:21][CH:22]=3)[NH:13][C:12]=2[CH:11]=[CH:10][CH:9]=1.C([C:35]1[CH:36]=[N:37][CH:38]=[C:39](Br)[CH:40]=1)(=O)C.B(O)O, predict the reaction product. The product is: [Cl:7][C:8]1[C:16]2[N:15]=[C:14]([C:17]3[CH:22]=[CH:21][CH:20]=[C:19]([C:23]4[CH:28]=[N:27][CH:26]=[C:25]([CH:29]([N:1]5[CH2:6][CH2:5][N:4]([C:40]6[CH:39]=[CH:38][N:37]=[CH:36][CH:35]=6)[CH2:3][CH2:2]5)[CH3:30])[CH:24]=4)[CH:18]=3)[NH:13][C:12]=2[CH:11]=[CH:10][CH:9]=1.